Dataset: Full USPTO retrosynthesis dataset with 1.9M reactions from patents (1976-2016). Task: Predict the reactants needed to synthesize the given product. (1) Given the product [F:11][C:8]1[CH:9]=[CH:10][C:2]([NH:1][C:14](=[O:15])[C:13]([F:24])([F:23])[F:12])=[C:3]([CH:7]=1)[C:4]([OH:6])=[O:5], predict the reactants needed to synthesize it. The reactants are: [NH2:1][C:2]1[CH:10]=[CH:9][C:8]([F:11])=[CH:7][C:3]=1[C:4]([OH:6])=[O:5].[F:12][C:13]([F:24])([F:23])[C:14](O[C:14](=[O:15])[C:13]([F:24])([F:23])[F:12])=[O:15]. (2) Given the product [CH3:27][N:17]([CH2:16][C:14]1[CH:13]=[CH:12][C:9]2[CH2:10][CH2:11][N:5]([C:3](=[O:4])[C:2]([F:1])([F:25])[F:26])[CH2:6][CH2:7][C:8]=2[CH:15]=1)[C:18](=[O:24])[O:19][C:20]([CH3:23])([CH3:21])[CH3:22], predict the reactants needed to synthesize it. The reactants are: [F:1][C:2]([F:26])([F:25])[C:3]([N:5]1[CH2:11][CH2:10][C:9]2[CH:12]=[CH:13][C:14]([CH2:16][NH:17][C:18](=[O:24])[O:19][C:20]([CH3:23])([CH3:22])[CH3:21])=[CH:15][C:8]=2[CH2:7][CH2:6]1)=[O:4].[CH3:27][Si]([NH-])(C)C.C[Si]([NH-])(C)C.[Na+].[Na+].IC. (3) Given the product [Cl:3][C:4]1[N:5]=[N+:6]([O-:15])[C:7]([Cl:10])=[CH:8][CH:9]=1, predict the reactants needed to synthesize it. The reactants are: OO.[Cl:3][C:4]1[N:5]=[N:6][C:7]([Cl:10])=[CH:8][CH:9]=1.C1(=O)OC(=[O:15])C=C1.C(O)(=O)/C=C/C.ClC1C=CC=CC=1C.[OH-].[Na+]. (4) Given the product [CH3:27][O:26][C:5]1[C:4]2[N:3]=[C:2]([NH:28][C:29]3[CH:30]=[CH:31][C:32]([C:35]([N:37]4[CH2:38][CH2:39][N:40]([CH3:43])[CH2:41][CH2:42]4)=[O:36])=[CH:33][CH:34]=3)[C:11]3=[N:12][NH:13][CH:14]=[C:10]3[C:9]=2[CH:8]=[C:7]([O:24][CH3:25])[CH:6]=1, predict the reactants needed to synthesize it. The reactants are: Cl[C:2]1[C:11]2=[N:12][N:13](CC3C=CC(OC)=CC=3)[CH:14]=[C:10]2[C:9]2[CH:8]=[C:7]([O:24][CH3:25])[CH:6]=[C:5]([O:26][CH3:27])[C:4]=2[N:3]=1.[NH2:28][C:29]1[CH:34]=[CH:33][C:32]([C:35]([N:37]2[CH2:42][CH2:41][N:40]([CH3:43])[CH2:39][CH2:38]2)=[O:36])=[CH:31][CH:30]=1.Cl. (5) Given the product [C:7]([O:11][C:12]([N:14]1[CH2:19][CH:18]2[C:16]([C:20]3[CH:25]=[CH:24][C:23]([N:27]4[CH2:31][CH2:30][CH2:29][C:28]4=[O:32])=[CH:22][CH:21]=3)([CH2:17]2)[CH2:15]1)=[O:13])([CH3:10])([CH3:9])[CH3:8], predict the reactants needed to synthesize it. The reactants are: C(=O)([O-])[O-].[K+].[K+].[C:7]([O:11][C:12]([N:14]1[CH2:19][CH:18]2[C:16]([C:20]3[CH:25]=[CH:24][C:23](Br)=[CH:22][CH:21]=3)([CH2:17]2)[CH2:15]1)=[O:13])([CH3:10])([CH3:9])[CH3:8].[NH:27]1[CH2:31][CH2:30][CH2:29][C:28]1=[O:32].C(N)CN. (6) Given the product [CH2:2]([N:9]1[CH2:14][CH2:13][C@H:12]([CH3:15])[C@H:11]([NH:16][CH3:17])[CH2:10]1)[C:3]1[CH:4]=[CH:5][CH:6]=[CH:7][CH:8]=1, predict the reactants needed to synthesize it. The reactants are: Cl.[CH2:2]([N:9]1[CH2:14][CH2:13][CH:12]([CH3:15])[CH:11]([NH:16][C:17](=O)OC)[CH2:10]1)[C:3]1[CH:8]=[CH:7][CH:6]=[CH:5][CH:4]=1.[H-].[Al+3].[Li+].[H-].[H-].[H-].